This data is from Forward reaction prediction with 1.9M reactions from USPTO patents (1976-2016). The task is: Predict the product of the given reaction. Given the reactants [C:1]([O:4][CH2:5][C@@H:6]1[C@@H:11]([O:12][C:13](=[O:15])[CH3:14])[C@H:10]([O:16][C@@H:17]2[C@@H:22]([O:23][C:24](=[O:26])[CH3:25])[C@@H:21]([O:27][C:28](=[O:30])[CH3:29])[C@H:20]([O:31][C:32](=[O:34])[CH3:33])[C@@H:19]([CH2:35][O:36][C:37](=[O:39])[CH3:38])[O:18]2)[C@H:9]([O:40][C:41](=[O:43])[CH3:42])[C@@H:8]([CH2:44][CH:45]=[CH2:46])[O:7]1)(=[O:3])[CH3:2].C([C:49]1[CH:58]=[CH:57][C:52]([C:53]([O:55][CH3:56])=[O:54])=[CH:51][CH:50]=1)=C, predict the reaction product. The product is: [C:41]([O:40][C@H:9]1[C@@H:10]([O:16][C@@H:17]2[C@@H:22]([O:23][C:24](=[O:26])[CH3:25])[C@@H:21]([O:27][C:28](=[O:30])[CH3:29])[C@H:20]([O:31][C:32](=[O:34])[CH3:33])[C@@H:19]([CH2:35][O:36][C:37](=[O:39])[CH3:38])[O:18]2)[C@H:11]([O:12][C:13](=[O:15])[CH3:14])[C@@H:6]([CH2:5][O:4][C:1](=[O:3])[CH3:2])[O:7][C@@H:8]1[CH2:44]/[CH:45]=[CH:46]/[C:49]1[CH:58]=[CH:57][C:52]([C:53]([O:55][CH3:56])=[O:54])=[CH:51][CH:50]=1)(=[O:43])[CH3:42].